From a dataset of Reaction yield outcomes from USPTO patents with 853,638 reactions. Predict the reaction yield, written as a fraction of the theoretical maximum amount of product (1.0 means a 100% yield; for example, 0.34 means a 34% yield). (1) The reactants are [F:1][C:2]1[CH:3]=[C:4]([C:12]([O:14]C)=[O:13])[C:5]2[CH2:6][CH2:7][CH2:8][CH2:9][C:10]=2[CH:11]=1.[Li+].[OH-].O. The catalyst is C1COCC1. The product is [F:1][C:2]1[CH:3]=[C:4]([C:12]([OH:14])=[O:13])[C:5]2[CH2:6][CH2:7][CH2:8][CH2:9][C:10]=2[CH:11]=1. The yield is 0.430. (2) The reactants are [O:1]=[C:2]1[C:10]2([C:22]3[C:13](=[CH:14][C:15]4[O:20][CH2:19][CH2:18][O:17][C:16]=4[CH:21]=3)[O:12][CH2:11]2)[C:9]2[C:4](=[CH:5][CH:6]=[CH:7][CH:8]=2)[N:3]1[CH2:23][C:24]1[CH:25]=[C:26]([CH:30]=[CH:31][CH:32]=1)[C:27]([NH2:29])=[O:28].CO[C:35](OC)([N:37](C)C)[CH3:36].Cl.NO.[OH-].[Na+]. The catalyst is O1CCOCC1.O.C(O)(=O)C. The product is [CH3:36][C:35]1[N:29]=[C:27]([C:26]2[CH:25]=[C:24]([CH:32]=[CH:31][CH:30]=2)[CH2:23][N:3]2[C:4]3[C:9](=[CH:8][CH:7]=[CH:6][CH:5]=3)[C:10]3([C:22]4[C:13](=[CH:14][C:15]5[O:20][CH2:19][CH2:18][O:17][C:16]=5[CH:21]=4)[O:12][CH2:11]3)[C:2]2=[O:1])[O:28][N:37]=1. The yield is 0.0600. (3) The reactants are Br[C:2]1[S:3][CH:4]=[C:5]2[C:9](=[O:10])[N:8]([CH:11]([CH2:20][CH2:21][CH2:22][CH2:23][CH2:24][CH2:25][CH2:26][CH3:27])[CH2:12][CH2:13][CH2:14][CH2:15][CH2:16][CH2:17][CH2:18][CH3:19])[C:7](=[O:28])[C:6]=12.[CH3:38][CH2:39][CH2:40][CH2:41][Sn]([CH2:38][CH2:39][CH2:40][CH3:41])[CH2:51][CH2:52][CH2:53][CH3:54].[CH3:38][CH2:39][CH2:40][CH2:41][Sn]([CH2:51][CH2:52][CH2:53][CH3:54])[CH2:51][CH2:52][CH2:53][CH3:54]. The catalyst is C1C=CC(/C=C/C(/C=C/C2C=CC=CC=2)=O)=CC=1.C1C=CC(/C=C/C(/C=C/C2C=CC=CC=2)=O)=CC=1.C1C=CC(/C=C/C(/C=C/C2C=CC=CC=2)=O)=CC=1.[Pd].[Pd].C1(C)C=CC=CC=1. The product is [CH3:19][CH2:18][CH2:17][CH2:16][CH2:15][CH2:14][CH2:13][CH2:12][CH:11]([N:8]1[C:9](=[O:10])[C:5]2=[CH:4][S:3][C:2]([C:4]3[S:3][CH:2]=[C:6]4[C:7](=[O:28])[N:8]([CH:11]([CH2:51][CH2:52][CH2:53][CH2:54][CH2:38][CH2:39][CH2:40][CH3:41])[CH2:12][CH2:13][CH2:14][CH2:15][CH2:16][CH2:17][CH2:18][CH3:19])[C:9](=[O:10])[C:5]=34)=[C:6]2[C:7]1=[O:28])[CH2:20][CH2:21][CH2:22][CH2:23][CH2:24][CH2:25][CH2:26][CH3:27]. The yield is 0.360. (4) The reactants are [Cl:1][C:2]1[C:7]([F:8])=[CH:6][C:5]([CH3:9])=[CH:4][N:3]=1.[Br:10]N1C(=O)CCC1=O. The catalyst is C(Cl)(Cl)(Cl)Cl. The product is [Cl:1][C:2]1[C:7]([F:8])=[CH:6][C:5]([CH2:9][Br:10])=[CH:4][N:3]=1. The yield is 0.480.